This data is from Forward reaction prediction with 1.9M reactions from USPTO patents (1976-2016). The task is: Predict the product of the given reaction. (1) Given the reactants [F:1][C:2]1([F:18])[CH2:17][C:6]2[S:7][C:8]([NH2:16])=[C:9]([C:10]3[S:11][CH:12]=[C:13]([CH3:15])[N:14]=3)[C:5]=2[CH2:4][CH2:3]1.[C:19]([O:23][C:24]([C:26]1[C:27]([C:32](O)=[O:33])=[N:28][CH:29]=[CH:30][CH:31]=1)=[O:25])([CH3:22])([CH3:21])[CH3:20], predict the reaction product. The product is: [F:18][C:2]1([F:1])[CH2:3][CH2:4][C:5]2[C:9]([C:10]3[S:11][CH:12]=[C:13]([CH3:15])[N:14]=3)=[C:8]([NH:16][C:32]([C:27]3[C:26]([C:24]([O:23][C:19]([CH3:22])([CH3:21])[CH3:20])=[O:25])=[CH:31][CH:30]=[CH:29][N:28]=3)=[O:33])[S:7][C:6]=2[CH2:17]1. (2) Given the reactants C(OC([N:11]1[CH2:17][CH2:16][C:15](=[O:18])[N:14]([C@H:19]([CH2:30][O:31][CH3:32])[CH2:20][CH2:21][O:22]CC2C=CC=CC=2)[CH2:13][C@H:12]1[CH3:33])=O)C1C=CC=CC=1.[ClH:34], predict the reaction product. The product is: [ClH:34].[OH:22][CH2:21][CH2:20][C@H:19]([N:14]1[C:15](=[O:18])[CH2:16][CH2:17][NH:11][C@H:12]([CH3:33])[CH2:13]1)[CH2:30][O:31][CH3:32]. (3) Given the reactants COC(=O)[CH:4]([CH:24]1CC1)[CH2:5][CH2:6][CH2:7][CH2:8][CH2:9][CH2:10][CH2:11][CH2:12][CH2:13][CH2:14][CH2:15][CH2:16][CH:17]([CH:21]1[CH2:23][CH2:22]1)C(O)=O.[C:28](Cl)(=[O:32])C(Cl)=O.C(N(CC)CC)C.[CH:41]1([NH2:44])[CH2:43][CH2:42]1.[C:45]([O:48][CH2:49]C)(=[O:47])C, predict the reaction product. The product is: [CH3:49][O:48][C:45]([C:21]1([CH2:17][CH2:16][CH2:15][CH2:14][CH2:13][CH2:12][CH2:11][CH2:10][CH2:9][CH2:8][CH2:7][CH2:6][C:5]2([C:28](=[O:32])[NH:44][CH:41]3[CH2:43][CH2:42]3)[CH2:4][CH2:24]2)[CH2:22][CH2:23]1)=[O:47]. (4) Given the reactants [C:1]([O:5][CH:6]([C:11]1[C:12]([C:29]2[CH:34]=[CH:33][C:32]([CH3:35])=[CH:31][CH:30]=2)=[C:13]2[CH:20]=[CH:19][N:18]([CH2:21][C:22]3[CH:27]=[CH:26][C:25]([F:28])=[CH:24][CH:23]=3)[C:14]2=[N:15][C:16]=1[CH3:17])[C:7]([O:9]C)=[O:8])([CH3:4])([CH3:3])[CH3:2].[Li+].[OH-], predict the reaction product. The product is: [C:1]([O:5][CH:6]([C:11]1[C:12]([C:29]2[CH:34]=[CH:33][C:32]([CH3:35])=[CH:31][CH:30]=2)=[C:13]2[CH:20]=[CH:19][N:18]([CH2:21][C:22]3[CH:23]=[CH:24][C:25]([F:28])=[CH:26][CH:27]=3)[C:14]2=[N:15][C:16]=1[CH3:17])[C:7]([OH:9])=[O:8])([CH3:4])([CH3:3])[CH3:2].